Dataset: TCR-epitope binding with 47,182 pairs between 192 epitopes and 23,139 TCRs. Task: Binary Classification. Given a T-cell receptor sequence (or CDR3 region) and an epitope sequence, predict whether binding occurs between them. The epitope is KPLEFGATSAAL. The TCR CDR3 sequence is CASSIPGLAGEQVF. Result: 1 (the TCR binds to the epitope).